Dataset: CYP1A2 inhibition data for predicting drug metabolism from PubChem BioAssay. Task: Regression/Classification. Given a drug SMILES string, predict its absorption, distribution, metabolism, or excretion properties. Task type varies by dataset: regression for continuous measurements (e.g., permeability, clearance, half-life) or binary classification for categorical outcomes (e.g., BBB penetration, CYP inhibition). Dataset: cyp1a2_veith. (1) The molecule is COCCNc1ccnc(-c2cccc(NS(C)(=O)=O)c2)n1. The result is 1 (inhibitor). (2) The molecule is Cn1ccnc1C[C@@](C)(O)c1ccccc1. The result is 0 (non-inhibitor). (3) The molecule is CS(=O)(=O)Nc1cccc(-c2ccc3ncnc(N4CCNCC4)c3c2)c1. The result is 1 (inhibitor). (4) The molecule is O=C1C=C(Nc2nc(C(=O)O)cc(=O)[nH]2)c2ccccc2C1=O. The result is 0 (non-inhibitor). (5) The compound is Cc1cc(C)c2c(N=NN(C)C)[nH]nc2n1. The result is 1 (inhibitor). (6) The drug is Cc1sc(NC(=S)NC(=O)C(C)(C)C)c(C(N)=O)c1C. The result is 1 (inhibitor). (7) The drug is COC(=O)c1ccc(CSc2nnc(NC(C)C)s2)cc1. The result is 1 (inhibitor).